Dataset: Full USPTO retrosynthesis dataset with 1.9M reactions from patents (1976-2016). Task: Predict the reactants needed to synthesize the given product. Given the product [N+:8]([C:5]1[CH:6]=[CH:7][C:2]([N:17]2[CH2:18][CH2:19][N:14]([C:11](=[O:13])[CH3:12])[CH2:15][CH2:16]2)=[CH:3][CH:4]=1)([O-:10])=[O:9], predict the reactants needed to synthesize it. The reactants are: F[C:2]1[CH:7]=[CH:6][C:5]([N+:8]([O-:10])=[O:9])=[CH:4][CH:3]=1.[C:11]([N:14]1[CH2:19][CH2:18][NH:17][CH2:16][CH2:15]1)(=[O:13])[CH3:12].CCN(C(C)C)C(C)C.